Dataset: Full USPTO retrosynthesis dataset with 1.9M reactions from patents (1976-2016). Task: Predict the reactants needed to synthesize the given product. (1) Given the product [Br:1][C:2]1[CH:3]=[C:4]2[C:8](=[C:9]([C:12]([OH:14])=[O:13])[C:10]=1[F:11])[NH:7][CH:6]=[CH:5]2, predict the reactants needed to synthesize it. The reactants are: [Br:1][C:2]1[CH:3]=[C:4]2[C:8](=[C:9]([C:12]([OH:14])=[O:13])[C:10]=1[F:11])[NH:7][CH2:6][CH2:5]2. (2) The reactants are: [H-].[Na+].[NH:3]1[C:8]2[N:9]=[CH:10][CH:11]=[CH:12][C:7]=2[C:6](=[O:13])[O:5][C:4]1=[O:14].[CH2:15](Br)[CH2:16][CH2:17][CH3:18]. Given the product [CH2:15]([N:3]1[C:8]2[N:9]=[CH:10][CH:11]=[CH:12][C:7]=2[C:6](=[O:13])[O:5][C:4]1=[O:14])[CH2:16][CH2:17][CH3:18], predict the reactants needed to synthesize it. (3) Given the product [CH2:1]([C:8]1[CH:9]=[N:10][C:11]2[C:16]([C:17]=1[C:18]1[CH:19]=[C:20]([CH:21]=[CH:22][CH:23]=1)[O:24][C:35]1[CH:34]=[C:31]([CH:30]=[C:29]([Br:28])[CH:36]=1)[C:32]#[N:33])=[CH:15][CH:14]=[CH:13][C:12]=2[Cl:25])[C:2]1[CH:3]=[CH:4][CH:5]=[CH:6][CH:7]=1, predict the reactants needed to synthesize it. The reactants are: [CH2:1]([C:8]1[CH:9]=[N:10][C:11]2[C:16]([C:17]=1[C:18]1[CH:19]=[C:20]([OH:24])[CH:21]=[CH:22][CH:23]=1)=[CH:15][CH:14]=[CH:13][C:12]=2[Cl:25])[C:2]1[CH:7]=[CH:6][CH:5]=[CH:4][CH:3]=1.[H-].[Na+].[Br:28][C:29]1[CH:30]=[C:31]([CH:34]=[C:35](F)[CH:36]=1)[C:32]#[N:33]. (4) Given the product [Br:17][C:18]1[CH:19]=[C:20]([C:24]2[C:25](=[O:26])[NH:1][C:2]3[C:3]([C:4]=2[C:6]2[CH:11]=[CH:10][CH:9]=[CH:8][CH:7]=2)=[CH:12][C:13]([Cl:16])=[CH:14][CH:15]=3)[CH:21]=[N:22][CH:23]=1, predict the reactants needed to synthesize it. The reactants are: [NH2:1][C:2]1[CH:15]=[CH:14][C:13]([Cl:16])=[CH:12][C:3]=1[C:4]([C:6]1[CH:11]=[CH:10][CH:9]=[CH:8][CH:7]=1)=O.[Br:17][C:18]1[CH:19]=[C:20]([CH2:24][C:25](O)=[O:26])[CH:21]=[N:22][CH:23]=1.Cl.CN(C)CCCN=C=NCC.N1CCCCC1. (5) Given the product [CH3:1][O:2][C:3]1[CH:4]=[C:5]([C:9]2[C:17]3[C:12](=[CH:13][CH:14]=[CH:15][CH:16]=3)[N:11]([CH2:19][C:20]([O:22][CH3:23])=[O:21])[N:10]=2)[CH:6]=[CH:7][CH:8]=1, predict the reactants needed to synthesize it. The reactants are: [CH3:1][O:2][C:3]1[CH:4]=[C:5]([C:9]2[C:17]3[C:12](=[CH:13][CH:14]=[CH:15][CH:16]=3)[NH:11][N:10]=2)[CH:6]=[CH:7][CH:8]=1.Br[CH2:19][C:20]([O:22][CH3:23])=[O:21].C(=O)([O-])[O-].[K+].[K+]. (6) Given the product [Cl:19][C:20]1[CH:21]=[C:22]([C:2]2[CH:3]=[CH:4][C:5]([F:18])=[C:6]([C:8]3([CH:15]([F:17])[F:16])[CH2:13][CH2:12][O:11][C:10]([NH2:14])=[N:9]3)[CH:7]=2)[CH:23]=[N:24][CH:25]=1, predict the reactants needed to synthesize it. The reactants are: Br[C:2]1[CH:3]=[CH:4][C:5]([F:18])=[C:6]([C:8]2([CH:15]([F:17])[F:16])[CH2:13][CH2:12][O:11][C:10]([NH2:14])=[N:9]2)[CH:7]=1.[Cl:19][C:20]1[CH:21]=[C:22](B(O)O)[CH:23]=[N:24][CH:25]=1. (7) Given the product [CH2:2]([C@@H:3]([OH:4])[C@H:5]([OH:6])[C@H:7]([OH:8])[CH2:9][OH:10])[CH:28]=[O:11], predict the reactants needed to synthesize it. The reactants are: O=[CH:2][C@H:3]([C@@H:5]([C@@H:7]([CH2:9][OH:10])[OH:8])[OH:6])[OH:4].[OH-:11].[Na+].FC(F)(F)S(OS(C(F)(F)F)(=O)=O)(=O)=O.[C-:28]#N.[Na+]. (8) Given the product [CH:23]1([C:7]2[C:6]([C:4]([OH:5])=[O:3])=[C:10]([CH3:11])[N:9]([C:12]3[CH:17]=[CH:16][CH:15]=[C:14]([O:18][C:19]([F:21])([F:22])[F:20])[CH:13]=3)[N:8]=2)[CH2:25][CH2:24]1, predict the reactants needed to synthesize it. The reactants are: C([O:3][C:4]([C:6]1[C:7]([CH:23]2[CH2:25][CH2:24]2)=[N:8][N:9]([C:12]2[CH:17]=[CH:16][CH:15]=[C:14]([O:18][C:19]([F:22])([F:21])[F:20])[CH:13]=2)[C:10]=1[CH3:11])=[O:5])C.[OH-].[Na+].